This data is from Forward reaction prediction with 1.9M reactions from USPTO patents (1976-2016). The task is: Predict the product of the given reaction. (1) Given the reactants [CH2:1]([O:8][CH2:9][CH:10]1[CH2:15][CH2:14][CH:13]([CH:16]=[O:17])[CH2:12][CH2:11]1)[C:2]1[CH:7]=[CH:6][CH:5]=[CH:4][CH:3]=1.[O-:18]Cl.[Na+].[CH3:21][OH:22], predict the reaction product. The product is: [CH3:1][O:8][C:9]([CH:10]1[CH2:15][CH2:14][CH:13]([CH2:16][OH:17])[CH2:12][CH2:11]1)=[O:18].[CH3:21][O:22][C:16]([CH:13]1[CH2:12][CH2:11][CH:10]([CH2:9][O:8][CH2:1][C:2]2[CH:3]=[CH:4][CH:5]=[CH:6][CH:7]=2)[CH2:15][CH2:14]1)=[O:17]. (2) Given the reactants COP([CH2:7][C:8](=[O:22])[CH2:9][CH2:10][CH2:11][CH2:12][CH2:13][O:14][CH2:15][C:16]1[CH:21]=[CH:20][CH:19]=[CH:18][CH:17]=1)(=O)OC.[CH3:23][C:24]1[N:29]=[CH:28][C:27]([CH:30]=O)=[CH:26][N:25]=1.[C:32](=O)([O-])[O-].[K+].[K+].C1COCC1, predict the reaction product. The product is: [CH2:15]([O:14][CH2:13][CH2:12][CH2:11][CH2:10][CH2:9][C:8](=[O:22])[CH2:7][CH:32]=[CH:30][C:27]1[CH:26]=[N:25][C:24]([CH3:23])=[N:29][CH:28]=1)[C:16]1[CH:17]=[CH:18][CH:19]=[CH:20][CH:21]=1. (3) Given the reactants [Br:1][C:2]1[CH:8]=[CH:7][C:5]([NH2:6])=[C:4]([F:9])[CH:3]=1.C(N(CC)CC)C.[C:17](Cl)(=[O:19])[CH3:18], predict the reaction product. The product is: [Br:1][C:2]1[CH:8]=[CH:7][C:5]([NH:6][C:17](=[O:19])[CH3:18])=[C:4]([F:9])[CH:3]=1.